Dataset: Reaction yield outcomes from USPTO patents with 853,638 reactions. Task: Predict the reaction yield, written as a fraction of the theoretical maximum amount of product (1.0 means a 100% yield; for example, 0.34 means a 34% yield). The reactants are [CH3:1][C:2]1([CH3:37])[CH2:6][C:5]2([CH2:11][CH2:10][C:9]([C:12]3[C:16]([CH2:17][N:18]([CH3:30])[CH2:19][CH2:20][N:21]([CH3:29])[C:22](=[O:28])[O:23][C:24]([CH3:27])([CH3:26])[CH3:25])=[CH:15][N:14]([CH:31]4[CH2:36][CH2:35][CH2:34][CH2:33][O:32]4)[N:13]=3)=[CH:8][CH2:7]2)[CH2:4][O:3]1.[H][H]. The catalyst is [Pd].C(O)(=O)C. The product is [CH3:1][C:2]1([CH3:37])[CH2:6][C:5]2([CH2:7][CH2:8][CH:9]([C:12]3[C:16]([CH2:17][N:18]([CH3:30])[CH2:19][CH2:20][N:21]([CH3:29])[C:22](=[O:28])[O:23][C:24]([CH3:25])([CH3:26])[CH3:27])=[CH:15][N:14]([CH:31]4[CH2:36][CH2:35][CH2:34][CH2:33][O:32]4)[N:13]=3)[CH2:10][CH2:11]2)[CH2:4][O:3]1. The yield is 0.970.